Dataset: Reaction yield outcomes from USPTO patents with 853,638 reactions. Task: Predict the reaction yield, written as a fraction of the theoretical maximum amount of product (1.0 means a 100% yield; for example, 0.34 means a 34% yield). (1) The yield is 0.480. The product is [C:1]([NH:9][C:10]1[C:11]2[N:12]=[CH:13][N:14]([C:33]=2[N:34]=[CH:35][N:36]=1)[C@@H:15]1[O:32][C@H:22]([CH2:23][OH:24])[C@@H:17]([O:18][CH2:19][N:76]=[N+:77]=[N-:78])[CH2:16]1)(=[O:8])[C:2]1[CH:7]=[CH:6][CH:5]=[CH:4][CH:3]=1. The reactants are [C:1]([NH:9][C:10]1[C:11]2[N:12]=[CH:13][N:14]([C:33]=2[N:34]=[CH:35][N:36]=1)[C@@H:15]1[O:32][C@H:22]([CH2:23][O:24][Si](C(C)(C)C)(C)C)[C@@H:17]([O:18][CH2:19]SC)[CH2:16]1)(=[O:8])[C:2]1[CH:7]=[CH:6][CH:5]=[CH:4][CH:3]=1.C1CCCCC=1.C(NC1C2N=CN(C=2N=CN=1)[C@@H]1O[C@H](CO[Si](C(C)(C)C)(C)C)[C@@H](O)C1)(=O)C1C=CC=CC=1.[N-:76]=[N+:77]=[N-:78].[Na+].[NH4+].[F-]. The catalyst is C(Cl)Cl. (2) The reactants are [OH:1][C:2]1[CH:7]=[CH:6][C:5]([C:8]2[CH:13]=[CH:12][C:11]([C:14]#[N:15])=[CH:10][CH:9]=2)=[CH:4][C:3]=1I.[CH3:17][O:18][CH:19]=[CH:20][CH:21]=[CH2:22].C(=O)(O)[O-].[Na+]. The catalyst is [Cl-].C([N+](CCCC)(CCCC)CCCC)CCC.CN(C=O)C.C(Cl)Cl.C([O-])(=O)C.C([O-])(=O)C.[Pd+2]. The product is [CH3:17][O:18]/[CH:19]=[CH:20]/[CH:21]1[CH2:22][C:3]2[CH:4]=[C:5]([C:8]3[CH:13]=[CH:12][C:11]([C:14]#[N:15])=[CH:10][CH:9]=3)[CH:6]=[CH:7][C:2]=2[O:1]1. The yield is 0.550.